Dataset: Catalyst prediction with 721,799 reactions and 888 catalyst types from USPTO. Task: Predict which catalyst facilitates the given reaction. Product: [CH2:1]([O:8][C:9]1[CH:14]=[CH:13][C:12]([B:21]([OH:26])[OH:22])=[CH:11][CH:10]=1)[C:2]1[CH:7]=[CH:6][CH:5]=[CH:4][CH:3]=1. The catalyst class is: 1. Reactant: [CH2:1]([O:8][C:9]1[CH:14]=[CH:13][C:12](Br)=[CH:11][CH:10]=1)[C:2]1[CH:7]=[CH:6][CH:5]=[CH:4][CH:3]=1.[Li]CCCC.[B:21](OC(C)C)([O:26]C(C)C)[O:22]C(C)C.